From a dataset of CYP1A2 inhibition data for predicting drug metabolism from PubChem BioAssay. Regression/Classification. Given a drug SMILES string, predict its absorption, distribution, metabolism, or excretion properties. Task type varies by dataset: regression for continuous measurements (e.g., permeability, clearance, half-life) or binary classification for categorical outcomes (e.g., BBB penetration, CYP inhibition). Dataset: cyp1a2_veith. (1) The compound is COc1ncc2nc(C)c(=O)n(-c3ccccc3)c2n1. The result is 1 (inhibitor). (2) The compound is CN(C)S(=O)(=O)c1cccc(NC(=O)COC(=O)c2ccc(Br)o2)c1. The result is 1 (inhibitor). (3) The compound is CC[N+](CC)(CC)CC. The result is 0 (non-inhibitor). (4) The compound is CCC12C=CCN3CCC4(c5cc(Br)c(OC)cc5N(C)C4C(O)(C(=O)OC)C1OC(C)=O)C32. The result is 0 (non-inhibitor). (5) The drug is CCN1C(=O)[C@H]2CC[C@H]3/C(=N\O[C@@H]4O[C@@H](COC(C)=O)[C@@H](OC(C)=O)[C@@H](OC(C)=O)[C@H]4OC(C)=O)C[C@@H](O)[C@@H](O)[C@@H]3[C@@H]2C1=O. The result is 0 (non-inhibitor). (6) The drug is NC(N)=NCCNOS(=O)c1cccc2cnccc12. The result is 0 (non-inhibitor). (7) The drug is Cc1ccccc1OCC(=O)OC1CCN(C)CC1.Cl. The result is 0 (non-inhibitor). (8) The molecule is Cn1c(=S)c2[nH]c(SCCN3CCCC3)nc2n(C)c1=O. The result is 0 (non-inhibitor). (9) The compound is O=c1[nH][nH]c(C(F)(F)F)c1C=Nc1cccc(Cl)c1. The result is 1 (inhibitor).